Dataset: Forward reaction prediction with 1.9M reactions from USPTO patents (1976-2016). Task: Predict the product of the given reaction. Given the reactants P12(SP3(SP(SP(S3)(S1)=S)(=S)S2)=S)=[S:2].[NH2:15][C:16]1[C:21]2=[C:22]([C:35]#[N:36])[CH:23]=[C:24]([C@@H:25]3[O:31][C@H:30]([CH2:32][OH:33])[C@@H:28]([OH:29])[C@@:26]3([CH3:34])[OH:27])[N:20]2[N:19]=[CH:18][N:17]=1.O, predict the reaction product. The product is: [NH2:15][C:16]1[C:21]2=[C:22]([C:35](=[S:2])[NH2:36])[CH:23]=[C:24]([C@@H:25]3[O:31][C@H:30]([CH2:32][OH:33])[C@@H:28]([OH:29])[C@@:26]3([CH3:34])[OH:27])[N:20]2[N:19]=[CH:18][N:17]=1.